Task: Predict the product of the given reaction.. Dataset: Forward reaction prediction with 1.9M reactions from USPTO patents (1976-2016) (1) Given the reactants [F:1][C:2]1[CH:7]=[CH:6][CH:5]=[C:4]([F:8])[C:3]=1[C:9]1[NH:10][C:11]2[C:16]([CH:17]=1)=[CH:15][C:14]([C:18]1C=CC(OC(F)(F)F)=CC=1C)=[CH:13][CH:12]=2.FC1C=CC=C(F)C=1C1NC2C(C=1)=CC(B1OC(C)(C)C(C)(C)O1)=CC=2.Br[C:57]1[N:61](C)[N:60]=[C:59]([C:63]2[CH:64]=[N:65][CH:66]=[CH:67][CH:68]=2)[N:58]=1, predict the reaction product. The product is: [F:8][C:4]1[CH:5]=[CH:6][CH:7]=[C:2]([F:1])[C:3]=1[C:9]1[NH:10][C:11]2[C:16]([CH:17]=1)=[CH:15][C:14]([C:18]1[N:61]([CH3:57])[N:60]=[C:59]([C:63]3[CH:64]=[N:65][CH:66]=[CH:67][CH:68]=3)[N:58]=1)=[CH:13][CH:12]=2. (2) Given the reactants [Br:1][C:2]1[CH:3]=[C:4]2[C:12](=[CH:13][CH:14]=1)[NH:11][C:10]1[CH:9]([NH2:15])[CH2:8][CH2:7][CH2:6][C:5]2=1.[C:16]1([CH3:26])[CH:21]=[CH:20][C:19]([S:22](Cl)(=[O:24])=[O:23])=[CH:18][CH:17]=1, predict the reaction product. The product is: [Br:1][C:2]1[CH:3]=[C:4]2[C:12](=[CH:13][CH:14]=1)[NH:11][C:10]1[CH:9]([NH:15][S:22]([C:19]3[CH:20]=[CH:21][C:16]([CH3:26])=[CH:17][CH:18]=3)(=[O:24])=[O:23])[CH2:8][CH2:7][CH2:6][C:5]2=1. (3) Given the reactants Cl.[I:2][C:3]1[CH:8]=[CH:7][C:6]([N:9]2[CH2:14][CH:13]3[CH2:15][CH:10]2[CH2:11][NH:12]3)=[CH:5][CH:4]=1.C(N(CC)CC)C.[C:23](OC(=O)C)(=[O:25])[CH3:24], predict the reaction product. The product is: [C:23]([N:12]1[CH2:11][CH:10]2[CH2:15][CH:13]1[CH2:14][N:9]2[C:6]1[CH:5]=[CH:4][C:3]([I:2])=[CH:8][CH:7]=1)(=[O:25])[CH3:24]. (4) Given the reactants [Br:1][C:2]1[C:3]([OH:11])=[C:4]([CH:7]=[C:8]([Cl:10])[CH:9]=1)[CH:5]=O.[NH:12]([C:14]([O:16][C:17]([CH3:20])([CH3:19])[CH3:18])=[O:15])[NH2:13].C(O[BH-](OC(=O)C)OC(=O)C)(=O)C.[Na+].Cl, predict the reaction product. The product is: [Br:1][C:2]1[C:3]([OH:11])=[C:4]([CH2:5][NH:13][NH:12][C:14]([O:16][C:17]([CH3:20])([CH3:19])[CH3:18])=[O:15])[CH:7]=[C:8]([Cl:10])[CH:9]=1.